Dataset: Full USPTO retrosynthesis dataset with 1.9M reactions from patents (1976-2016). Task: Predict the reactants needed to synthesize the given product. (1) Given the product [OH:1][CH:2]([CH2:3][NH:30][S:23]([C:18]1[CH:19]=[CH:20][CH:21]=[CH:22][N:17]=1)(=[O:25])=[O:24])[CH2:4][NH:5][C:6](=[O:12])[O:7][C:8]([CH3:11])([CH3:10])[CH3:9], predict the reactants needed to synthesize it. The reactants are: [O:1]1[CH2:3][CH:2]1[CH2:4][NH:5][C:6](=[O:12])[O:7][C:8]([CH3:11])([CH3:10])[CH3:9].[N-]=[N+]=[N-].[Na+].[N:17]1[CH:22]=[CH:21][CH:20]=[CH:19][C:18]=1[S:23](Cl)(=[O:25])=[O:24].C([N:30](CC)C(C)C)(C)C. (2) Given the product [NH2:19][CH2:18][C:14]1[N:13]=[C:12]([N:11]([CH2:21][C:22]([O:24][C:25]([CH3:28])([CH3:27])[CH3:26])=[O:23])[C:9]([O:8][C:4]([CH3:7])([CH3:6])[CH3:5])=[O:10])[CH:17]=[CH:16][CH:15]=1, predict the reactants needed to synthesize it. The reactants are: C(O)C.[C:4]([O:8][C:9]([N:11]([CH2:21][C:22]([O:24][C:25]([CH3:28])([CH3:27])[CH3:26])=[O:23])[C:12]1[CH:17]=[CH:16][CH:15]=[C:14]([CH:18]=[N:19]O)[N:13]=1)=[O:10])([CH3:7])([CH3:6])[CH3:5].[H][H]. (3) Given the product [NH2:1][C:2]1[N:7]=[C:6]([N:8]2[CH2:17][CH2:16][C:15]3[C:10](=[CH:11][C:12]([C:18]([OH:30])=[O:27])=[CH:13][CH:14]=3)[CH2:9]2)[CH:5]=[C:4]([N:20]2[CH2:25][CH2:24][N:23]([CH3:26])[CH2:22][CH2:21]2)[N:3]=1, predict the reactants needed to synthesize it. The reactants are: [NH2:1][C:2]1[N:7]=[C:6]([N:8]2[CH2:17][CH2:16][C:15]3[C:10](=[CH:11][C:12]([C:18]#N)=[CH:13][CH:14]=3)[CH2:9]2)[CH:5]=[C:4]([N:20]2[CH2:25][CH2:24][N:23]([CH3:26])[CH2:22][CH2:21]2)[N:3]=1.[OH-:27].[Na+].Cl.[OH2:30]. (4) Given the product [Cl:11][C:12]1[CH:17]=[CH:16][CH:15]=[CH:14][C:13]=1[CH2:21][CH2:20][CH:19]=[O:22], predict the reactants needed to synthesize it. The reactants are: CN(C=O)C.C([O-])(O)=O.[Na+].[Cl:11][C:12]1[CH:17]=[CH:16][CH:15]=[CH:14][C:13]=1I.[CH2:19]([OH:22])[CH:20]=[CH2:21]. (5) Given the product [Cl:1][C:2]1[CH:7]=[C:6]([CH2:8][CH3:9])[CH:5]=[CH:4][C:3]=1[NH:10][C:11]1[C:23]([F:24])=[C:22]([F:25])[CH:21]=[CH:20][C:12]=1[C:13]([NH:15][O:16][CH2:17][CH2:18][OH:19])=[O:14], predict the reactants needed to synthesize it. The reactants are: [Cl:1][C:2]1[CH:7]=[C:6]([CH:8]=[CH2:9])[CH:5]=[CH:4][C:3]=1[NH:10][C:11]1[C:23]([F:24])=[C:22]([F:25])[CH:21]=[CH:20][C:12]=1[C:13]([NH:15][O:16][CH2:17][CH2:18][OH:19])=[O:14]. (6) Given the product [C:3]([O:24][CH2:22][C:17]#[C:16][C:14]([O:13][C:10]1[CH:11]=[CH:12][C:7]([Cl:6])=[CH:8][C:9]=1[F:19])([CH3:15])[CH3:18])(=[O:21])[CH3:4], predict the reactants needed to synthesize it. The reactants are: C([Li])C[CH2:3][CH3:4].[Cl:6][C:7]1[CH:12]=[CH:11][C:10]([O:13][C:14]([CH3:18])([C:16]#[CH:17])[CH3:15])=[C:9]([F:19])[CH:8]=1.C=[O:21].[C:22](Cl)(=[O:24])C. (7) The reactants are: [NH2:1][C:2]1[CH:7]=[CH:6][C:5](Br)=[CH:4][N:3]=1.[CH3:9][O:10][C:11]1[N:16]=[CH:15][C:14](B(O)O)=[CH:13][CH:12]=1.C(=O)([O-])[O-].[K+].[K+]. Given the product [CH3:9][O:10][C:11]1[N:16]=[CH:15][C:14]([C:5]2[CH:6]=[CH:7][C:2]([NH2:1])=[N:3][CH:4]=2)=[CH:13][CH:12]=1, predict the reactants needed to synthesize it. (8) Given the product [F:26][C:14]([F:13])([F:25])[C:15]([N:17]1[CH2:22][CH2:21][CH:20]2[N:5]3[CH2:4][CH2:3][O:2][C:7]4[CH:8]=[CH:9][CH:10]=[C:11]([C:6]3=4)[C:19]2([CH3:24])[CH2:18]1)=[O:16], predict the reactants needed to synthesize it. The reactants are: Cl.[O:2]1[C:7]2[CH:8]=[CH:9][CH:10]=[CH:11][C:6]=2[N:5](N)[CH2:4][CH2:3]1.[F:13][C:14]([F:26])([F:25])[C:15]([N:17]1[CH2:22][CH2:21][C:20](=O)[CH:19]([CH3:24])[CH2:18]1)=[O:16].[BH4-].[Na+]. (9) Given the product [C:1]([O:5][C:6](=[O:38])[NH:7][C:8]1([C:12]2[CH:13]=[CH:14][C:15]([C:18]3[C:19](=[O:37])[C:20]4[C:25]([O:26][C:27]=3[C:28]3[CH:29]=[CH:30][CH:31]=[CH:32][CH:33]=3)=[C:24]3[NH:34][N:35]=[C:36]([I:41])[C:23]3=[CH:22][CH:21]=4)=[CH:16][CH:17]=2)[CH2:11][CH2:10][CH2:9]1)([CH3:4])([CH3:2])[CH3:3], predict the reactants needed to synthesize it. The reactants are: [C:1]([O:5][C:6](=[O:38])[NH:7][C:8]1([C:12]2[CH:17]=[CH:16][C:15]([C:18]3[C:19](=[O:37])[C:20]4[C:25]([O:26][C:27]=3[C:28]3[CH:33]=[CH:32][CH:31]=[CH:30][CH:29]=3)=[C:24]3[NH:34][N:35]=[CH:36][C:23]3=[CH:22][CH:21]=4)=[CH:14][CH:13]=2)[CH2:11][CH2:10][CH2:9]1)([CH3:4])([CH3:3])[CH3:2].[OH-].[K+].[I:41]I.S([O-])([O-])(=O)=S.[Na+].[Na+].